This data is from Full USPTO retrosynthesis dataset with 1.9M reactions from patents (1976-2016). The task is: Predict the reactants needed to synthesize the given product. (1) The reactants are: OC(C(F)(F)F)=O.[N:8]1([CH2:14][C:15]2[N:16]=[N:17][C:18]3[C:19](=[C:21]([NH2:26])[N:22]=[C:23]([NH2:25])[N:24]=3)[N:20]=2)[CH2:13][CH2:12][NH:11][CH2:10][CH2:9]1.[F:27][C:28]([F:38])([F:37])[C:29]1[CH:36]=[CH:35][C:32]([CH2:33]Br)=[CH:31][CH:30]=1.C(=O)([O-])[O-].[K+].[K+].CC#N.O. Given the product [F:27][C:28]([F:37])([F:38])[C:29]1[CH:36]=[CH:35][C:32]([CH2:33][N:11]2[CH2:12][CH2:13][N:8]([CH2:14][C:15]3[N:16]=[N:17][C:18]4[C:19](=[C:21]([NH2:26])[N:22]=[C:23]([NH2:25])[N:24]=4)[N:20]=3)[CH2:9][CH2:10]2)=[CH:31][CH:30]=1, predict the reactants needed to synthesize it. (2) Given the product [CH3:8][O:7][C:5]([C:4]1[CH:9]=[CH:10][C:11]2[O:12][C:19]([C:13]3[CH:18]=[CH:17][CH:16]=[CH:15][CH:14]=3)=[CH:20][C:2]=2[CH:3]=1)=[O:6], predict the reactants needed to synthesize it. The reactants are: I[C:2]1[CH:3]=[C:4]([CH:9]=[CH:10][C:11]=1[OH:12])[C:5]([O:7][CH3:8])=[O:6].[C:13]1([C:19]#[CH:20])[CH:18]=[CH:17][CH:16]=[CH:15][CH:14]=1.CN(C)C(=N)N(C)C.CN(C=O)C. (3) Given the product [NH2:48][C@H:47]([CH2:59][CH:60]([CH3:62])[CH3:61])[C:46]([NH:45][CH2:44][CH2:43][CH2:42][NH:41][C@@H:40]([C@H:39]([CH:10]1[C@@H:9]([O:8][Si:1]([C:4]([CH3:5])([CH3:6])[CH3:7])([CH3:3])[CH3:2])[C@@H:13]([O:14][Si:15]([C:18]([CH3:19])([CH3:20])[CH3:21])([CH3:16])[CH3:17])[C@H:12]([N:22]2[CH:27]=[CH:26][C:25](=[O:28])[N:24]([CH2:29][C:30]3[CH:31]=[CH:32][C:33]([O:36][CH3:37])=[CH:34][CH:35]=3)[C:23]2=[O:38])[O:11]1)[OH:71])[C:64]([O:66][C:67]([CH3:69])([CH3:70])[CH3:68])=[O:65])=[O:63], predict the reactants needed to synthesize it. The reactants are: [Si:1]([O:8][C@H:9]1[C@@H:13]([O:14][Si:15]([C:18]([CH3:21])([CH3:20])[CH3:19])([CH3:17])[CH3:16])[C@H:12]([N:22]2[CH:27]=[CH:26][C:25](=[O:28])[N:24]([CH2:29][C:30]3[CH:35]=[CH:34][C:33]([O:36][CH3:37])=[CH:32][CH:31]=3)[C:23]2=[O:38])[O:11][CH:10]1[C@H:39]([OH:71])[C@@H:40]([C:64]([O:66][C:67]([CH3:70])([CH3:69])[CH3:68])=[O:65])[NH:41][CH2:42][CH2:43][CH2:44][NH:45][C:46](=[O:63])[C@@H:47]([CH2:59][CH:60]([CH3:62])[CH3:61])[NH:48]C(=O)OCC1C=CC=CC=1)([C:4]([CH3:7])([CH3:6])[CH3:5])([CH3:3])[CH3:2]. (4) Given the product [F:25][C:26]1[CH:27]=[C:28]([CH2:33][C:34]([NH:22][C@H:21]([C:20]([NH:19][C@@H:3]2[C:2](=[O:1])[NH:8][C:7]3[CH:9]=[CH:10][CH:11]=[CH:12][C:6]=3[O:5][C@@H:4]2[C:13]2[CH:18]=[CH:17][CH:16]=[CH:15][CH:14]=2)=[O:24])[CH3:23])=[O:35])[CH:29]=[C:30]([F:32])[CH:31]=1, predict the reactants needed to synthesize it. The reactants are: [O:1]=[C:2]1[NH:8][C:7]2[CH:9]=[CH:10][CH:11]=[CH:12][C:6]=2[O:5][C@H:4]([C:13]2[CH:18]=[CH:17][CH:16]=[CH:15][CH:14]=2)[C@@H:3]1[NH:19][C:20](=[O:24])[C@H:21]([CH3:23])[NH2:22].[F:25][C:26]1[CH:27]=[C:28]([CH2:33][C:34](O)=[O:35])[CH:29]=[C:30]([F:32])[CH:31]=1.C1C=CC2N(O)N=NC=2C=1.CN1CCOCC1.CCN=C=NCCCN(C)C.Cl. (5) Given the product [C:1]([O:5][C:6](=[O:19])[NH:7][C@H:8]([CH2:9][C:10]1[CH:15]=[CH:14][CH:13]=[CH:12][CH:11]=1)[C@@H:16]([OH:17])[CH2:18][N:21]1[N:22]=[CH:23][CH:24]=[N:20]1)([CH3:4])([CH3:3])[CH3:2], predict the reactants needed to synthesize it. The reactants are: [C:1]([O:5][C:6](=[O:19])[NH:7][C@@H:8]([C@@H:16]1[CH2:18][O:17]1)[CH2:9][C:10]1[CH:15]=[CH:14][CH:13]=[CH:12][CH:11]=1)([CH3:4])([CH3:3])[CH3:2].[NH:20]1[CH:24]=[CH:23][N:22]=[N:21]1. (6) Given the product [CH3:21][O:22][C:23](=[O:28])[C:24]([NH:18][C:14]1[CH:15]=[CH:16][CH:17]=[C:12]([CH:7]2[C:6]([CH3:20])([CH3:19])[CH2:5][C:4]3[C:9](=[CH:10][CH:11]=[C:2]([Cl:1])[CH:3]=3)[NH:8]2)[CH:13]=1)([CH3:26])[CH3:25], predict the reactants needed to synthesize it. The reactants are: [Cl:1][C:2]1[CH:3]=[C:4]2[C:9](=[CH:10][CH:11]=1)[NH:8][CH:7]([C:12]1[CH:13]=[C:14]([NH2:18])[CH:15]=[CH:16][CH:17]=1)[C:6]([CH3:20])([CH3:19])[CH2:5]2.[CH3:21][O:22][C:23](=[O:28])[C:24](Br)([CH3:26])[CH3:25].C(=O)([O-])[O-].[K+].[K+]. (7) Given the product [CH2:1]([O:3][C:4]([C:6]1[CH:7]=[N:8][N:9]([CH2:11][C:12]2[CH:13]=[CH:14][C:15]([NH:18][C:19]([NH:24][CH:21]3[CH2:23][CH2:22]3)=[O:20])=[CH:16][CH:17]=2)[CH:10]=1)=[O:5])[CH3:2], predict the reactants needed to synthesize it. The reactants are: [CH2:1]([O:3][C:4]([C:6]1[CH:7]=[N:8][N:9]([CH2:11][C:12]2[CH:17]=[CH:16][C:15]([N:18]=[C:19]=[O:20])=[CH:14][CH:13]=2)[CH:10]=1)=[O:5])[CH3:2].[CH:21]1([NH2:24])[CH2:23][CH2:22]1. (8) The reactants are: [CH3:1][O:2][C:3](=[O:17])[C@@H:4]([O:14][CH2:15][CH3:16])[CH2:5][C:6]1[CH:11]=[CH:10][C:9]([OH:12])=[CH:8][C:7]=1[Cl:13].Cl[CH2:19][C:20]1[N:21]=[C:22]([C:26]2[CH:31]=[CH:30][C:29]([O:32][CH:33]([CH3:35])[CH3:34])=[CH:28][CH:27]=2)[O:23][C:24]=1[CH3:25].C(=O)([O-])[O-].[Cs+].[Cs+].[I-].[K+]. Given the product [CH3:1][O:2][C:3](=[O:17])[C@@H:4]([O:14][CH2:15][CH3:16])[CH2:5][C:6]1[CH:11]=[CH:10][C:9]([O:12][CH2:19][C:20]2[N:21]=[C:22]([C:26]3[CH:31]=[CH:30][C:29]([O:32][CH:33]([CH3:35])[CH3:34])=[CH:28][CH:27]=3)[O:23][C:24]=2[CH3:25])=[CH:8][C:7]=1[Cl:13], predict the reactants needed to synthesize it. (9) Given the product [CH2:15]([O:17][CH:18]([O:21][CH2:22][CH3:23])[CH2:19][NH:20][CH2:24][C:25]([CH3:28])([CH3:27])[CH3:26])[CH3:16], predict the reactants needed to synthesize it. The reactants are: C(O[BH-](OC(=O)C)OC(=O)C)(=O)C.[Na+].[CH2:15]([O:17][CH:18]([O:21][CH2:22][CH3:23])[CH2:19][NH2:20])[CH3:16].[CH:24](=O)[C:25]([CH3:28])([CH3:27])[CH3:26].C(=O)(O)[O-].[Na+].